From a dataset of Forward reaction prediction with 1.9M reactions from USPTO patents (1976-2016). Predict the product of the given reaction. (1) The product is: [CH2:1]([N:8]1[CH2:13][CH2:12][C:11]2([C:14](=[O:15])[N:20]([CH2:21][C:22]3[CH:27]=[CH:40][C:39]([O:38][CH3:35])=[CH:24][CH:23]=3)[C:18](=[O:19])[CH2:17]2)[CH2:10][CH2:9]1)[C:2]1[CH:7]=[CH:6][CH:5]=[CH:4][CH:3]=1. Given the reactants [CH2:1]([N:8]1[CH2:13][CH2:12][C:11]([CH2:17][C:18]([NH:20][CH2:21][C:22]2[CH:27]=CC(OC)=[CH:24][CH:23]=2)=[O:19])([C:14](O)=[O:15])[CH2:10][CH2:9]1)[C:2]1[CH:7]=[CH:6][CH:5]=[CH:4][CH:3]=1.C([O-])(=O)C.[Na+].[C:35]([O:38][C:39](=O)[CH3:40])(=O)C, predict the reaction product. (2) Given the reactants COC1C=CC(C([O:22][CH2:23][CH:24]([OH:29])[CH2:25][N:26]([CH3:28])[CH3:27])(C2C=CC=CC=2)C2C=CC(OC)=CC=2)=CC=1.C(N(CC)C(C)C)(C)C.[C:41]([Si:45]([CH3:48])([CH3:47])Cl)([CH3:44])([CH3:43])[CH3:42], predict the reaction product. The product is: [Si:45]([O:22][CH2:23][CH:24]([OH:29])[CH2:25][N:26]([CH3:27])[CH3:28])([C:41]([CH3:44])([CH3:43])[CH3:42])([CH3:48])[CH3:47].